Task: Predict the product of the given reaction.. Dataset: Forward reaction prediction with 1.9M reactions from USPTO patents (1976-2016) Given the reactants [F:1][C:2]1[CH:3]=[C:4]([S:8](Cl)(=[O:10])=[O:9])[CH:5]=[CH:6][CH:7]=1.[CH:12]1[C:20]2[C:19]3[CH:21]=[CH:22][CH:23]=[CH:24][C:18]=3[O:17][C:16]=2[CH:15]=[CH:14][C:13]=1[C:25]([NH:27][NH2:28])=[O:26], predict the reaction product. The product is: [F:1][C:2]1[CH:3]=[C:4]([S:8]([NH:28][NH:27][C:25]([C:13]2[CH:14]=[CH:15][C:16]3[O:17][C:18]4[CH:24]=[CH:23][CH:22]=[CH:21][C:19]=4[C:20]=3[CH:12]=2)=[O:26])(=[O:10])=[O:9])[CH:5]=[CH:6][CH:7]=1.